This data is from Reaction yield outcomes from USPTO patents with 853,638 reactions. The task is: Predict the reaction yield, written as a fraction of the theoretical maximum amount of product (1.0 means a 100% yield; for example, 0.34 means a 34% yield). The reactants are [C:1]([CH:3]1[CH2:6][N:5]([C:7](=[O:40])[C@H:8]([NH:10][C:11]([C:13]2[C:21]3[C:16](=[N:17][CH:18]=[C:19]([N:22]4[C:30]5[C:25](=[CH:26][C:27]([Cl:31])=[CH:28][CH:29]=5)[CH:24]=[N:23]4)[N:20]=3)[N:15](COCC[Si](C)(C)C)[CH:14]=2)=[O:12])[CH3:9])[CH2:4]1)#[N:2].C(O)(C(F)(F)F)=O.C(N)CN. The catalyst is C(Cl)Cl. The product is [C:1]([CH:3]1[CH2:6][N:5]([C:7](=[O:40])[C@H:8]([NH:10][C:11]([C:13]2[C:21]3[C:16](=[N:17][CH:18]=[C:19]([N:22]4[C:30]5[C:25](=[CH:26][C:27]([Cl:31])=[CH:28][CH:29]=5)[CH:24]=[N:23]4)[N:20]=3)[NH:15][CH:14]=2)=[O:12])[CH3:9])[CH2:4]1)#[N:2]. The yield is 0.580.